From a dataset of Reaction yield outcomes from USPTO patents with 853,638 reactions. Predict the reaction yield, written as a fraction of the theoretical maximum amount of product (1.0 means a 100% yield; for example, 0.34 means a 34% yield). The reactants are CN(C)CCCNC(C1C=C(C2C=CC(CSCCOC3C=CC=CC=3)=CC=2)C=CC=1)=O.[O:33]([CH2:40][CH2:41][S:42][CH2:43][C:44]1[CH:49]=[CH:48][CH:47]=[CH:46][C:45]=1[C:50]1[C:51]([C:56](O)=[O:57])=[CH:52][CH:53]=[CH:54][CH:55]=1)[C:34]1[CH:39]=[CH:38][CH:37]=[CH:36][CH:35]=1.[C:59](N1C=CN=C1)([N:61]1[CH:65]=[CH:64][N:63]=[CH:62]1)=O.CN(C)CCN. The catalyst is C1COCC1. The product is [CH3:59][N:61]([CH3:62])[CH2:65][CH2:64][NH:63][C:56]([C:51]1[C:50]([C:45]2[CH:46]=[CH:47][CH:48]=[CH:49][C:44]=2[CH2:43][S:42][CH2:41][CH2:40][O:33][C:34]2[CH:35]=[CH:36][CH:37]=[CH:38][CH:39]=2)=[CH:55][CH:54]=[CH:53][CH:52]=1)=[O:57]. The yield is 0.850.